This data is from NCI-60 drug combinations with 297,098 pairs across 59 cell lines. The task is: Regression. Given two drug SMILES strings and cell line genomic features, predict the synergy score measuring deviation from expected non-interaction effect. (1) Drug 1: CN1CCC(CC1)COC2=C(C=C3C(=C2)N=CN=C3NC4=C(C=C(C=C4)Br)F)OC. Drug 2: CNC(=O)C1=NC=CC(=C1)OC2=CC=C(C=C2)NC(=O)NC3=CC(=C(C=C3)Cl)C(F)(F)F. Cell line: HCT-15. Synergy scores: CSS=27.7, Synergy_ZIP=-10.3, Synergy_Bliss=-5.64, Synergy_Loewe=-6.90, Synergy_HSA=-4.57. (2) Drug 1: CC1=C2C(C(=O)C3(C(CC4C(C3C(C(C2(C)C)(CC1OC(=O)C(C(C5=CC=CC=C5)NC(=O)OC(C)(C)C)O)O)OC(=O)C6=CC=CC=C6)(CO4)OC(=O)C)OC)C)OC. Drug 2: C1=CC=C(C(=C1)C(C2=CC=C(C=C2)Cl)C(Cl)Cl)Cl. Cell line: A549. Synergy scores: CSS=43.2, Synergy_ZIP=1.87, Synergy_Bliss=-0.636, Synergy_Loewe=-27.8, Synergy_HSA=-0.272. (3) Synergy scores: CSS=28.3, Synergy_ZIP=4.69, Synergy_Bliss=5.69, Synergy_Loewe=-26.7, Synergy_HSA=4.52. Cell line: COLO 205. Drug 1: CC1=CC2C(CCC3(C2CCC3(C(=O)C)OC(=O)C)C)C4(C1=CC(=O)CC4)C. Drug 2: CC1CCC2CC(C(=CC=CC=CC(CC(C(=O)C(C(C(=CC(C(=O)CC(OC(=O)C3CCCCN3C(=O)C(=O)C1(O2)O)C(C)CC4CCC(C(C4)OC)O)C)C)O)OC)C)C)C)OC. (4) Synergy scores: CSS=15.5, Synergy_ZIP=-18.3, Synergy_Bliss=-37.2, Synergy_Loewe=-35.7, Synergy_HSA=-33.0. Drug 2: C1=NC2=C(N1)C(=S)N=CN2. Drug 1: CC1=C2C(C(=O)C3(C(CC4C(C3C(C(C2(C)C)(CC1OC(=O)C(C(C5=CC=CC=C5)NC(=O)OC(C)(C)C)O)O)OC(=O)C6=CC=CC=C6)(CO4)OC(=O)C)OC)C)OC. Cell line: MDA-MB-231. (5) Drug 1: CC12CCC(CC1=CCC3C2CCC4(C3CC=C4C5=CN=CC=C5)C)O. Drug 2: CS(=O)(=O)OCCCCOS(=O)(=O)C. Cell line: A498. Synergy scores: CSS=-3.11, Synergy_ZIP=-0.346, Synergy_Bliss=-3.69, Synergy_Loewe=-6.73, Synergy_HSA=-6.04. (6) Drug 1: CC1OCC2C(O1)C(C(C(O2)OC3C4COC(=O)C4C(C5=CC6=C(C=C35)OCO6)C7=CC(=C(C(=C7)OC)O)OC)O)O. Drug 2: C1=CC=C(C(=C1)C(C2=CC=C(C=C2)Cl)C(Cl)Cl)Cl. Cell line: NCIH23. Synergy scores: CSS=49.1, Synergy_ZIP=1.22, Synergy_Bliss=2.54, Synergy_Loewe=-30.6, Synergy_HSA=3.03. (7) Drug 1: CC1C(C(CC(O1)OC2CC(CC3=C2C(=C4C(=C3O)C(=O)C5=C(C4=O)C(=CC=C5)OC)O)(C(=O)C)O)N)O.Cl. Drug 2: CCN(CC)CCCC(C)NC1=C2C=C(C=CC2=NC3=C1C=CC(=C3)Cl)OC. Cell line: SF-295. Synergy scores: CSS=32.4, Synergy_ZIP=-6.59, Synergy_Bliss=-0.116, Synergy_Loewe=-3.81, Synergy_HSA=2.34. (8) Drug 1: C1=CN(C=N1)CC(O)(P(=O)(O)O)P(=O)(O)O. Drug 2: CN1C2=C(C=C(C=C2)N(CCCl)CCCl)N=C1CCCC(=O)O.Cl. Cell line: SF-268. Synergy scores: CSS=1.64, Synergy_ZIP=0.238, Synergy_Bliss=2.05, Synergy_Loewe=0.515, Synergy_HSA=-0.281. (9) Drug 1: CC1C(C(=O)NC(C(=O)N2CCCC2C(=O)N(CC(=O)N(C(C(=O)O1)C(C)C)C)C)C(C)C)NC(=O)C3=C4C(=C(C=C3)C)OC5=C(C(=O)C(=C(C5=N4)C(=O)NC6C(OC(=O)C(N(C(=O)CN(C(=O)C7CCCN7C(=O)C(NC6=O)C(C)C)C)C)C(C)C)C)N)C. Drug 2: CC(C)NC(=O)C1=CC=C(C=C1)CNNC.Cl. Cell line: SK-OV-3. Synergy scores: CSS=21.0, Synergy_ZIP=2.84, Synergy_Bliss=3.95, Synergy_Loewe=-10.9, Synergy_HSA=1.91.